From a dataset of Experimentally validated miRNA-target interactions with 360,000+ pairs, plus equal number of negative samples. Binary Classification. Given a miRNA mature sequence and a target amino acid sequence, predict their likelihood of interaction. (1) The miRNA is hsa-miR-5584-5p with sequence CAGGGAAAUGGGAAGAACUAGA. The protein sequence of the target gene is MEEAELVKGRLQAITDKRKIQEEISQKRLKIEEEKLKHQHLKKKALREKWLLDGIGSGKEHEEMRKQNQQDQHQTQVLEQSILRLEKEIQDLEKAELQISANEEAILKKLKSIEKTTEDIIRSVKVEKEENPEESIEDIYANIPDLPSSYIPSRLRKERNEGPDDEQNRKALYAMEIKVEKDLKTGESVVLSSIPLPSDDFKSTGIKVYEDRQKSVYAVSSNQNTTYNGTDGLAPVEVEDLLRQASERNSKSPTEYHEPVYANPFCRPVTPQRERVISPGPNFQERIMMKTNGLGNHANE.... Result: 0 (no interaction). (2) The miRNA is mmu-miR-3105-5p with sequence AGAGCAAGCCCGUAAGCAGCGU. The protein sequence of the target gene is MARLCAFLMVLAVLSYWPTCSLGCDLPQTHNLRNKRALTLLVQMRRLSPLSCLKDRKDFGFPQEKVDAQQIKKAQAIPVLSELTQQILNIFTSKDSSAAWNTTLLDSFCNDLHQQLNDLQGCLMQQVGVQEFPLTQEDALLAVRKYFHRITVYLREKKHSPCAWEVVRAEVWRALSSSANVLGRLREEK. Result: 0 (no interaction). (3) The miRNA is mmu-miR-299a-5p with sequence UGGUUUACCGUCCCACAUACAU. The protein sequence of the target gene is MFLVLERKMRTHQVFPLPLLLVIASVASENASTSRGCGLDLLPQYVSLCDLDAIWGIVVEAVAGAGALITLLLMLILLVRLPFIKDKERKRPVCLHFLFLLGTLGLFGLTFAFIIQMDETICSIRRFLWGVLFALCFSCLLSQAWRVRRLVRQGTSPASWQLVSLALCLMLVQVIIATEWLVLTVLRDTKPACAYEPMDFVMALIYDMVLLAITLAQSLFTLCGKFKRWKVNGAFILVTTFLSALIWVVWMTMYLFGNSLIKQGDAWSDPTLAITLAASGWVFVIFHAIPEIHYTLLPPL.... Result: 0 (no interaction). (4) The miRNA is dme-miR-308-3p with sequence AAUCACAGGAUUAUACUGUGAG. The protein sequence of the target gene is MSSFGYRTLTVALFTLICCPGSDEKVFEVHVRPKKLAVEPKGSLEVNCSTTCNQPEVGGLETSLDKILLDEQAQWKHYLVSNISHDTVLQCHFTCSGKQESMNSNVSVYQPPRQVILTLQPTLVAVGKSFTIECRVPTVEPLDSLTLFLFRGNETLHYETFGKAAPAPQEATATFNSTADREDGHRNFSCLAVLDLMSRGGNIFHKHSAPKMLEIYEPVSDSQMVIIVTVVSVLLSLFVTSVLLCFIFGQHLRQQRMGTYGVRAAWRRLPQAFRP. Result: 0 (no interaction). (5) The miRNA is hsa-miR-567 with sequence AGUAUGUUCUUCCAGGACAGAAC. The protein sequence of the target gene is MAPGEKIKAKIKKNLPVTGPQAPTIKELMRWYCLNTNTHGCRRIVVSRGRLRRLLWIGFTLTAVALILWQCALLVFSFYTVSVSIKVHFRKLDFPAVTICNINPYKYSTVRHLLADLEQETREALKSLYGFPESRKRREAESWNSVSEGKQPRFSHRIPLLIFDQDEKGKARDFFTGRKRKVGGSIIHKASNVMHIESKQVVGFQLCSNDTSDCATYTFSSGINAIQEWYKLHYMNIMAQVPLEKKINMSYSAEELLVTCFFDGVSCDARNFTLFHHPMHGNCYTFNNRENETILSTSMG.... Result: 0 (no interaction). (6) The miRNA is mmu-miR-544-5p with sequence UCUUGUUAAAAAGCAGAGUCU. The protein sequence of the target gene is MHVMNCVSLASDKENGTLATAAAFMTGQTSPSASPPPPPPPPPPPPCPHSGEGFSPSPPPPLPPPLPGGPPIPPPPPPGLPSVSYLNGYSSLGKKKRMRSFFWKTIPEEQVRGKTNIWTLAAKQQHQYQIDKKTIEELFGQQEDTSKASLPKRGGALNSSFRDAREEVTVLDAKRSMNIGIFLKQFKKSPQSIVEDIYQGKSEHYGSETLREILKLLPESEEVKKLKAFNGDVSKLSLADSFLHCLIQVPNYSLRIEAMVLKKEFLPSCSSLFKDIRTLRAATKELMLCEELHSILHLVL.... Result: 1 (interaction). (7) The miRNA is hsa-miR-563 with sequence AGGUUGACAUACGUUUCCC. The protein sequence of the target gene is MVMGLGVLLLVFVLGLGLTPPTLAQDNSRYTHFLTQHYDAKPQGRDDRYCESIMRRRGLTSPCKDINTFIHGNKRSIKAICENKNGNPHRENLRISKSSFQVTTCKLHGGSPWPPCQYRATAGFRNVVVACENGLPVHLDQSIFRRP. Result: 0 (no interaction).